Dataset: Full USPTO retrosynthesis dataset with 1.9M reactions from patents (1976-2016). Task: Predict the reactants needed to synthesize the given product. (1) The reactants are: [CH3:1][O-:2].[Na+].[CH3:4][OH:5].Br[CH2:7][C:8](=[CH2:13])[C:9]([O:11][CH3:12])=[O:10]. Given the product [CH3:1][O:2][CH2:7][CH:8]([CH2:13][O:5][CH3:4])[C:9]([O:11][CH3:12])=[O:10], predict the reactants needed to synthesize it. (2) Given the product [CH3:4][C:2]([Si:5]([CH3:38])([CH3:39])[O:6][C@H:7]1[C@H:16]([NH:17][C:18](=[O:24])[O:19][C:20]([CH3:21])([CH3:22])[CH3:23])[CH2:15][C:14]2[N:13]=[CH:12][C:11]([N:25]3[C:30](=[O:31])[CH:29]=[N:28][C:27]4[CH:32]=[CH:33][C:34]([O:36][CH3:37])=[N:35][C:26]3=4)=[CH:10][C:9]=2[CH2:8]1)([CH3:1])[CH3:3], predict the reactants needed to synthesize it. The reactants are: [CH3:1][C:2]([Si:5]([CH3:39])([CH3:38])[O:6][C@H:7]1[C@H:16]([NH:17][C:18](=[O:24])[O:19][C:20]([CH3:23])([CH3:22])[CH3:21])[CH2:15][C:14]2[N:13]=[CH:12][C:11]([N:25]3[C:30](=[O:31])[CH2:29][NH:28][C:27]4[CH:32]=[CH:33][C:34]([O:36][CH3:37])=[N:35][C:26]3=4)=[CH:10][C:9]=2[CH2:8]1)([CH3:4])[CH3:3]. (3) Given the product [Cl:12][C:13]1[CH:21]=[CH:20][CH:19]=[CH:18][C:14]=1[C:15]1[N:6]=[C:4]([N:22]2[CH2:26][CH2:25][CH2:24][CH2:23]2)[C:3]2[C:2](=[CH:10][CH:9]=[C:8]([F:11])[CH:7]=2)[N:1]=1, predict the reactants needed to synthesize it. The reactants are: [NH2:1][C:2]1[CH:10]=[CH:9][C:8]([F:11])=[CH:7][C:3]=1[C:4]([NH2:6])=O.[Cl:12][C:13]1[CH:21]=[CH:20][CH:19]=[CH:18][C:14]=1[C:15](Cl)=O.[NH:22]1[CH2:26][CH2:25][CH2:24][CH2:23]1. (4) Given the product [CH:33]1([O:39][C:2]2[N:3]([CH2:19][C:20]3[CH:25]=[CH:24][C:23]([C:26]4[CH:31]=[CH:30][CH:29]=[C:28]([F:32])[N:27]=4)=[CH:22][CH:21]=3)[N:4]=[C:5]3[N:10]4[C@H:11]5[CH2:16][CH2:15][CH2:14][C@H:12]5[N:13]=[C:9]4[N:8]([CH3:17])[C:7](=[O:18])[C:6]=23)[CH2:38][CH2:37][CH2:36][CH2:35][CH2:34]1, predict the reactants needed to synthesize it. The reactants are: Cl[C:2]1[N:3]([CH2:19][C:20]2[CH:25]=[CH:24][C:23]([C:26]3[CH:31]=[CH:30][CH:29]=[C:28]([F:32])[N:27]=3)=[CH:22][CH:21]=2)[N:4]=[C:5]2[N:10]3[C@H:11]4[CH2:16][CH2:15][CH2:14][C@H:12]4[N:13]=[C:9]3[N:8]([CH3:17])[C:7](=[O:18])[C:6]=12.[CH:33]1([OH:39])[CH2:38][CH2:37][CH2:36][CH2:35][CH2:34]1.C([O-])([O-])=O.[Cs+].[Cs+]. (5) Given the product [ClH:9].[NH2:5][CH2:6][C:2]([CH3:8])([CH3:1])[CH2:3][C:4]([OH:10])=[O:7], predict the reactants needed to synthesize it. The reactants are: [CH3:1][C:2]1([CH3:8])[CH2:6][NH:5][C:4](=[O:7])[CH2:3]1.[ClH:9].[OH2:10]. (6) Given the product [Cl:1][C:2]1[CH:3]=[C:4]([NH:16][C:17]2[C:26]3[C:21](=[CH:22][CH:23]=[CH:24][C:25]=3[O:27][CH2:28][CH2:29][N:30]([CH2:31][CH2:32][O:33][CH3:34])[C:35](=[O:37])[CH3:36])[N:20]=[CH:19][N:18]=2)[CH:5]=[CH:6][C:7]=1[O:8][CH2:9][C:10]1[CH:15]=[CH:14][CH:13]=[CH:12][N:11]=1, predict the reactants needed to synthesize it. The reactants are: [Cl:1][C:2]1[CH:3]=[C:4]([NH:16][C:17]2[C:26]3[C:21](=[CH:22][CH:23]=[CH:24][C:25]=3[O:27][CH2:28][CH2:29][NH:30][CH2:31][CH2:32][O:33][CH3:34])[N:20]=[CH:19][N:18]=2)[CH:5]=[CH:6][C:7]=1[O:8][CH2:9][C:10]1[CH:15]=[CH:14][CH:13]=[CH:12][N:11]=1.[C:35](Cl)(=[O:37])[CH3:36]. (7) Given the product [F:20][C:12]1[C:13]([F:19])=[CH:14][C:15]([F:18])=[C:16]([F:17])[C:11]=1[N:8]1[C:4]2=[N:5][CH:6]=[CH:7][C:2]([B:22]([OH:23])[OH:21])=[C:3]2[CH:10]=[N:9]1, predict the reactants needed to synthesize it. The reactants are: I[C:2]1[CH:7]=[CH:6][N:5]=[C:4]2[N:8]([C:11]3[C:16]([F:17])=[C:15]([F:18])[CH:14]=[C:13]([F:19])[C:12]=3[F:20])[N:9]=[CH:10][C:3]=12.[O:21]1CC[O:23][BH:22]1.C([O-])(=O)C.[K+].C(Cl)Cl. (8) The reactants are: Cl.[CH3:2][O:3][CH2:4][C:5]([N:7]1[CH2:12][CH2:11][N:10]([C:13]2[N:18]=[CH:17][C:16]([NH2:19])=[CH:15][CH:14]=2)[CH2:9][CH2:8]1)=[O:6].Cl[C:21]1[N:26]=[C:25]([C:27]2[S:31][C:30]([NH:32][CH2:33][CH3:34])=[N:29][C:28]=2[C:35]2[CH:40]=[C:39]([O:41][CH3:42])[CH:38]=[C:37]([CH3:43])[CH:36]=2)[CH:24]=[CH:23][N:22]=1. Given the product [CH2:33]([NH:32][C:30]1[S:31][C:27]([C:25]2[CH:24]=[CH:23][N:22]=[C:21]([NH:19][C:16]3[CH:17]=[N:18][C:13]([N:10]4[CH2:9][CH2:8][N:7]([C:5](=[O:6])[CH2:4][O:3][CH3:2])[CH2:12][CH2:11]4)=[CH:14][CH:15]=3)[N:26]=2)=[C:28]([C:35]2[CH:40]=[C:39]([O:41][CH3:42])[CH:38]=[C:37]([CH3:43])[CH:36]=2)[N:29]=1)[CH3:34], predict the reactants needed to synthesize it.